This data is from Catalyst prediction with 721,799 reactions and 888 catalyst types from USPTO. The task is: Predict which catalyst facilitates the given reaction. (1) Reactant: [CH3:1][O:2][C:3]1[CH:4]=[C:5]2[C:10](=[CH:11][C:12]=1[N+:13]([O-])=O)[NH:9][C:8](=[O:16])[CH2:7][CH2:6]2.CN(C)C=O.[H][H]. Product: [NH2:13][C:12]1[CH:11]=[C:10]2[C:5]([CH2:6][CH2:7][C:8](=[O:16])[NH:9]2)=[CH:4][C:3]=1[O:2][CH3:1]. The catalyst class is: 407. (2) Product: [CH3:25][O:24][C:17]1[CH:18]=[N:19][CH:20]=[C:21]([O:22][CH3:23])[C:16]=1[O:10][CH2:9][C:8]1[CH:11]=[CH:12][C:5]([O:4][CH3:3])=[CH:6][CH:7]=1. Reactant: [H-].[Na+].[CH3:3][O:4][C:5]1[CH:12]=[CH:11][C:8]([CH2:9][OH:10])=[CH:7][CH:6]=1.[H][H].Br[C:16]1[C:21]([O:22][CH3:23])=[CH:20][N:19]=[CH:18][C:17]=1[O:24][CH3:25]. The catalyst class is: 3. (3) Reactant: [NH:1]1[CH2:6][CH2:5][CH:4]([NH:7][C:8]2[O:9][C:10]3[CH:16]=[CH:15][CH:14]=[C:13]([O:17][CH2:18][C:19]4[CH:24]=[CH:23][N:22]=[CH:21][CH:20]=4)[C:11]=3[N:12]=2)[CH2:3][CH2:2]1.[CH2:25]([O:27][C:28]1[CH:29]=[C:30]([CH:33]=[C:34]([O:37][CH2:38][CH3:39])[C:35]=1[F:36])[CH:31]=O)[CH3:26].C([BH3-])#N.[Na+].C(N(C(C)C)C(C)C)C. Product: [CH2:25]([O:27][C:28]1[CH:29]=[C:30]([CH:33]=[C:34]([O:37][CH2:38][CH3:39])[C:35]=1[F:36])[CH2:31][N:1]1[CH2:2][CH2:3][CH:4]([NH:7][C:8]2[O:9][C:10]3[CH:16]=[CH:15][CH:14]=[C:13]([O:17][CH2:18][C:19]4[CH:20]=[CH:21][N:22]=[CH:23][CH:24]=4)[C:11]=3[N:12]=2)[CH2:5][CH2:6]1)[CH3:26]. The catalyst class is: 212. (4) Reactant: Br[C:2]1[CH:3]=[C:4]([N:8]2[CH:13]3[CH2:14][CH2:15][CH:9]2[CH2:10][CH:11]([OH:16])[CH2:12]3)[CH:5]=[CH:6][CH:7]=1.[B:17]1([B:17]2[O:21][C:20]([CH3:23])([CH3:22])[C:19]([CH3:25])([CH3:24])[O:18]2)[O:21][C:20]([CH3:23])([CH3:22])[C:19]([CH3:25])([CH3:24])[O:18]1.C(Cl)Cl.C([O-])(=O)C. Product: [CH3:24][C:19]1([CH3:25])[C:20]([CH3:23])([CH3:22])[O:21][B:17]([C:2]2[CH:3]=[C:4]([N:8]3[CH:13]4[CH2:14][CH2:15][CH:9]3[CH2:10][CH:11]([OH:16])[CH2:12]4)[CH:5]=[CH:6][CH:7]=2)[O:18]1. The catalyst class is: 75. (5) Reactant: Cl.[O:2]([NH2:4])[CH3:3].[Br:5][C:6]1[CH:7]=[CH:8][C:9]2[C:10]3[N:18]([CH2:19][CH2:20][CH2:21][CH:22]=O)[C:17]([CH2:24][CH2:25][CH3:26])=[N:16][C:11]=3[CH:12]=[N:13][C:14]=2[CH:15]=1. Product: [CH3:3][O:2][N:4]=[CH:22][CH2:21][CH2:20][CH2:19][N:18]1[C:10]2[C:9]3[CH:8]=[CH:7][C:6]([Br:5])=[CH:15][C:14]=3[N:13]=[CH:12][C:11]=2[N:16]=[C:17]1[CH2:24][CH2:25][CH3:26]. The catalyst class is: 8. (6) Reactant: [C:1]1([C:27]2[CH:32]=[CH:31][CH:30]=[CH:29][CH:28]=2)[CH:6]=[CH:5][C:4]([NH:7][C:8]2[CH:13]=[CH:12][C:11]([C:14]3[C:19]4[O:20][C:21]5[CH:26]=[CH:25][CH:24]=[CH:23][C:22]=5[C:18]=4[CH:17]=[CH:16][CH:15]=3)=[CH:10][CH:9]=2)=[CH:3][CH:2]=1.[Cl:33][C:34]1[CH:39]=[CH:38][CH:37]=[CH:36][C:35]=1I.C(P(C(C)(C)C)C(C)(C)C)(C)(C)C.CC(C)([O-])C.[Na+]. Product: [C:1]1([C:27]2[CH:28]=[CH:29][CH:30]=[CH:31][CH:32]=2)[CH:2]=[CH:3][C:4]([N:7]([C:37]2[CH:38]=[CH:39][C:34]([Cl:33])=[CH:35][CH:36]=2)[C:8]2[CH:13]=[CH:12][C:11]([C:14]3[C:19]4[O:20][C:21]5[CH:26]=[CH:25][CH:24]=[CH:23][C:22]=5[C:18]=4[CH:17]=[CH:16][CH:15]=3)=[CH:10][CH:9]=2)=[CH:5][CH:6]=1. The catalyst class is: 164.